From a dataset of Reaction yield outcomes from USPTO patents with 853,638 reactions. Predict the reaction yield, written as a fraction of the theoretical maximum amount of product (1.0 means a 100% yield; for example, 0.34 means a 34% yield). The reactants are CC(OC([N:8]1[C:12]2[CH:13]=[C:14]([C:17]3[CH:18]=[CH:19][C:20]4[O:26][CH2:25][CH2:24][N:23](C(OC(C)(C)C)=O)[CH2:22][C:21]=4[CH:34]=3)[CH:15]=[CH:16][C:11]=2[N:10]=[C:9]1[CH3:35])=O)(C)C.C(OCC)C.[ClH:41]. The catalyst is CO.O1CCOCC1. The product is [ClH:41].[ClH:41].[CH3:35][C:9]1[NH:8][C:12]2[CH:13]=[C:14]([C:17]3[CH:18]=[CH:19][C:20]4[O:26][CH2:25][CH2:24][NH:23][CH2:22][C:21]=4[CH:34]=3)[CH:15]=[CH:16][C:11]=2[N:10]=1. The yield is 0.930.